From a dataset of Forward reaction prediction with 1.9M reactions from USPTO patents (1976-2016). Predict the product of the given reaction. Given the reactants [CH3:1][C:2]1[CH:7]=[C:6]([CH3:8])[CH:5]=[CH:4][C:3]=1[C:9]1[CH:18]=[CH:17][CH:16]=[C:15]([N+:19]([O-:21])=[O:20])[C:10]=1[C:11](OC)=[O:12].[OH-].[Na+].CN.F[P-](F)(F)(F)(F)F.[N:33]1(OC(N(C)C)=[N+](C)C)[C:37]2C=CC=CC=2N=N1.C(N(C(C)C)CC)(C)C, predict the reaction product. The product is: [CH3:1][C:2]1[CH:7]=[C:6]([CH3:8])[CH:5]=[CH:4][C:3]=1[C:9]1[CH:18]=[CH:17][CH:16]=[C:15]([N+:19]([O-:21])=[O:20])[C:10]=1[C:11]([NH:33][CH3:37])=[O:12].